Dataset: Full USPTO retrosynthesis dataset with 1.9M reactions from patents (1976-2016). Task: Predict the reactants needed to synthesize the given product. (1) Given the product [Cl:1][C:2]1[CH:3]=[C:4]([CH:32]=[CH:33][C:34]=1[F:35])[CH2:5][N:6]1[CH:20]=[C:19]([N:21]([C:22]([O:24][C:25]([CH3:28])([CH3:27])[CH3:26])=[O:23])[CH3:39])[C:18]2[N:11]3[CH2:12][CH2:13][N:14]([CH3:17])[C:15](=[O:16])[C:10]3=[C:9]([O:29][CH3:30])[C:8]=2[C:7]1=[O:31], predict the reactants needed to synthesize it. The reactants are: [Cl:1][C:2]1[CH:3]=[C:4]([CH:32]=[CH:33][C:34]=1[F:35])[CH2:5][N:6]1[CH:20]=[C:19]([NH:21][C:22]([O:24][C:25]([CH3:28])([CH3:27])[CH3:26])=[O:23])[C:18]2[N:11]3[CH2:12][CH2:13][N:14]([CH3:17])[C:15](=[O:16])[C:10]3=[C:9]([O:29][CH3:30])[C:8]=2[C:7]1=[O:31].[H-].[Na+].I[CH3:39]. (2) Given the product [NH3:4].[F:1][C:2]1[CH:3]=[N:4][C:5]([O:17][C:18]2[CH:23]=[CH:22][CH:21]=[C:20]([S:24][CH3:25])[CH:19]=2)=[C:6]([CH:16]=1)[C:7]([NH:9][CH:10]1[CH2:11][CH2:12][N:13]([C:49]([CH:47]2[CH2:46][CH2:45][C:44](=[O:43])[NH:48]2)=[O:50])[CH2:14][CH2:15]1)=[O:8], predict the reactants needed to synthesize it. The reactants are: [F:1][C:2]1[CH:3]=[N:4][C:5]([O:17][C:18]2[CH:23]=[CH:22][CH:21]=[C:20]([S:24][CH3:25])[CH:19]=2)=[C:6]([CH:16]=1)[C:7]([NH:9][CH:10]1[CH2:15][CH2:14][NH:13][CH2:12][CH2:11]1)=[O:8].ON1C2C=CC=CC=2N=N1.CN1CCOCC1.[O:43]=[C:44]1[NH:48][CH:47]([C:49](O)=[O:50])[CH2:46][CH2:45]1.Cl.CN(C)CCCN=C=NCC. (3) Given the product [Br:3][C:4]1[CH:9]=[C:8]([O:10][CH2:14][CH2:15][CH2:16][CH2:17][CH2:18][CH3:19])[C:7]([Br:11])=[CH:6][C:5]=1[O:12][CH2:8][CH2:9][CH2:4][CH2:5][CH2:6][CH3:7], predict the reactants needed to synthesize it. The reactants are: [OH-].[K+].[Br:3][C:4]1[CH:9]=[C:8]([OH:10])[C:7]([Br:11])=[CH:6][C:5]=1[OH:12].Br[CH2:14][CH2:15][CH2:16][CH2:17][CH2:18][CH3:19]. (4) Given the product [Cl:1][C:2]1[CH:3]=[C:4]([C:10]2[C:11]([CH3:27])=[N:12][N:13]([CH2:16][C:17]3[CH:22]=[CH:21][C:20]([S:23]([Cl:35])(=[O:25])=[O:24])=[CH:19][CH:18]=3)[C:14]=2[CH3:15])[CH:5]=[CH:6][C:7]=1[C:8]#[N:9], predict the reactants needed to synthesize it. The reactants are: [Cl:1][C:2]1[CH:3]=[C:4]([C:10]2[C:11]([CH3:27])=[N:12][N:13]([CH2:16][C:17]3[CH:22]=[CH:21][C:20]([S:23](O)(=[O:25])=[O:24])=[CH:19][CH:18]=3)[C:14]=2[CH3:15])[CH:5]=[CH:6][C:7]=1[C:8]#[N:9].CN(C=O)C.S(Cl)([Cl:35])=O. (5) Given the product [CH2:21]([O:28][C:29]1[CH:30]=[CH:31][C:32]([C:33]2[NH:17][C:15]3=[N:16][C:11]([N:9]4[CH2:8][CH2:7][N:6]5[C:2]([CH3:1])=[N:3][N:4]=[C:5]5[CH2:10]4)=[CH:12][CH:13]=[C:14]3[N:18]=2)=[CH:35][CH:36]=1)[C:22]1[CH:23]=[CH:24][CH:25]=[CH:26][CH:27]=1, predict the reactants needed to synthesize it. The reactants are: [CH3:1][C:2]1[N:6]2[CH2:7][CH2:8][N:9]([C:11]3[N:16]=[C:15]([NH2:17])[C:14]([N+:18]([O-])=O)=[CH:13][CH:12]=3)[CH2:10][C:5]2=[N:4][N:3]=1.[CH2:21]([O:28][C:29]1[CH:36]=[CH:35][C:32]([CH:33]=O)=[CH:31][CH:30]=1)[C:22]1[CH:27]=[CH:26][CH:25]=[CH:24][CH:23]=1.S(S([O-])=O)([O-])=O.[Na+].[Na+].N.